From a dataset of Reaction yield outcomes from USPTO patents with 853,638 reactions. Predict the reaction yield, written as a fraction of the theoretical maximum amount of product (1.0 means a 100% yield; for example, 0.34 means a 34% yield). (1) The reactants are C(NC(C)C)(C)C.C([Li])CCC.[CH3:13][CH2:14][CH2:15][CH2:16][CH2:17][CH3:18].C(C1OC(=O)CCC1)CCC.[C:30]1([Se:36]Cl)[CH:35]=[CH:34][CH:33]=[CH:32][CH:31]=1.[Cl-].[NH4+]. The catalyst is O1CCCC1. The product is [C:15]1([Se:36][C:30]2[CH:35]=[CH:34][CH:33]=[CH:32][CH:31]=2)[CH:14]=[CH:13][CH:18]=[CH:17][CH:16]=1. The yield is 0.420. (2) The reactants are [C:1]1([CH2:11][C:12]([OH:14])=[O:13])([CH2:7][C:8]([OH:10])=O)[CH2:6][CH2:5][CH2:4][CH2:3][CH2:2]1.C(OC(=O)C)(=O)C. No catalyst specified. The product is [C:1]12([CH2:7][C:8](=[O:10])[O:14][C:12](=[O:13])[CH2:11]1)[CH2:2][CH2:3][CH2:4][CH2:5][CH2:6]2. The yield is 1.00.